Dataset: Full USPTO retrosynthesis dataset with 1.9M reactions from patents (1976-2016). Task: Predict the reactants needed to synthesize the given product. Given the product [F:23][C:18]1[CH:17]=[C:16]([C@@H:2]2[NH:1][C:10]3[NH:9][C:8](=[O:12])[N:7]([CH2:13][CH3:14])[C:6](=[O:15])[C:5]=3[CH2:4][CH2:3]2)[CH:21]=[CH:20][C:19]=1[F:22], predict the reactants needed to synthesize it. The reactants are: [NH2:1][C@@H:2]([C:16]1[CH:21]=[CH:20][C:19]([F:22])=[C:18]([F:23])[CH:17]=1)[CH2:3][CH2:4][C:5]1[C:6](=[O:15])[N:7]([CH2:13][CH3:14])[C:8](=[O:12])[NH:9][C:10]=1Cl.C([O-])([O-])=O.[K+].[K+].